Dataset: Full USPTO retrosynthesis dataset with 1.9M reactions from patents (1976-2016). Task: Predict the reactants needed to synthesize the given product. (1) Given the product [CH3:1][C:2]1[O:13][CH2:12][CH:11]([C:14]([O:16][CH3:18])=[O:15])[N:10]=1, predict the reactants needed to synthesize it. The reactants are: [CH2:1](N(CC)CC)[CH3:2].CCl.[NH2:10][C@H:11]([C:14]([OH:16])=[O:15])[CH2:12][OH:13].Cl.[CH2:18](OC(=N)C)C. (2) Given the product [F:1][C:2]1[CH:3]=[C:4]2[C:9](=[CH:10][C:11]=1[N+:25]([O-:27])=[O:26])[C:8](=[O:12])[N:7]([C:13]1[CH:14]=[N:15][CH:16]=[CH:17][C:18]=1[CH3:19])[CH2:6][CH2:5]2, predict the reactants needed to synthesize it. The reactants are: [F:1][C:2]1[CH:3]=[C:4]2[C:9](=[CH:10][CH:11]=1)[C:8](=[O:12])[N:7]([C:13]1[CH:14]=[N:15][CH:16]=[CH:17][C:18]=1[CH3:19])[CH2:6][CH2:5]2.OS(O)(=O)=O.[N+:25]([O-])([O-:27])=[O:26].[K+].